This data is from Peptide-MHC class I binding affinity with 185,985 pairs from IEDB/IMGT. The task is: Regression. Given a peptide amino acid sequence and an MHC pseudo amino acid sequence, predict their binding affinity value. This is MHC class I binding data. (1) The peptide sequence is VEKDVWEQW. The MHC is Mamu-B17 with pseudo-sequence Mamu-B17. The binding affinity (normalized) is 0.337. (2) The peptide sequence is IMAVGIVSI. The MHC is HLA-A02:17 with pseudo-sequence HLA-A02:17. The binding affinity (normalized) is 0.302.